From a dataset of Forward reaction prediction with 1.9M reactions from USPTO patents (1976-2016). Predict the product of the given reaction. (1) Given the reactants [CH3:1][O:2][C:3]1[C:4](=[O:31])[N:5]([C:9]2[CH:10]=[C:11]([NH:23]C(=O)OC(C)(C)C)[CH:12]=[C:13]([N:15]3[C:19](=[O:20])[CH:18]=[C:17]([CH3:21])[C:16]3=[O:22])[CH:14]=2)[C:6](=[O:8])[CH:7]=1.C(O)(C(F)(F)F)=O, predict the reaction product. The product is: [NH2:23][C:11]1[CH:12]=[C:13]([N:15]2[C:19](=[O:20])[CH:18]=[C:17]([CH3:21])[C:16]2=[O:22])[CH:14]=[C:9]([N:5]2[C:6](=[O:8])[CH:7]=[C:3]([O:2][CH3:1])[C:4]2=[O:31])[CH:10]=1. (2) Given the reactants C([SiH](C(C)C)C(C)C)(C)C.FC(F)(F)C(O)=O.[I:18][C:19]1[N:24]=[C:23]([O:25][CH3:26])[C:22]([O:27]CC2C=CC(OC)=CC=2)=[CH:21][CH:20]=1, predict the reaction product. The product is: [I:18][C:19]1[N:24]=[C:23]([O:25][CH3:26])[C:22]([OH:27])=[CH:21][CH:20]=1. (3) Given the reactants [CH3:1][C:2]1[CH:28]=[CH:27][C:5]([C:6]([NH:8][C:9]2[CH:14]=[CH:13][C:12]([CH2:15][N:16]3[CH2:21][CH2:20][N:19]([CH3:22])[CH2:18][CH2:17]3)=[C:11]([C:23]([F:26])([F:25])[F:24])[CH:10]=2)=[O:7])=[CH:4][C:3]=1B1OC(C)(C)C(C)(C)O1.Br[C:39]1[CH:40]=[C:41]2[C:46](=[CH:47][CH:48]=1)[N:45]=[CH:44][N:43]=[CH:42]2, predict the reaction product. The product is: [CH3:1][C:2]1[CH:3]=[CH:4][C:5]([C:6]([NH:8][C:9]2[CH:14]=[CH:13][C:12]([CH2:15][N:16]3[CH2:17][CH2:18][N:19]([CH3:22])[CH2:20][CH2:21]3)=[C:11]([C:23]([F:26])([F:24])[F:25])[CH:10]=2)=[O:7])=[CH:27][C:28]=1[C:39]1[CH:40]=[C:41]2[C:46](=[CH:47][CH:48]=1)[N:45]=[CH:44][N:43]=[CH:42]2. (4) Given the reactants [F:1][C:2]1[CH:7]=[CH:6][CH:5]=[CH:4][C:3]=1[C:8]1[CH:12]=[C:11]([C:13]([OH:15])=O)[O:10][N:9]=1.CN(C(ON1N=NC2C=CC=NC1=2)=[N+](C)C)C.F[P-](F)(F)(F)(F)F.CC(N(C)C)=O.C([O:48][C:49](=O)[C@H:50]([OH:69])[CH2:51][N:52]([CH2:54][C:55]1[CH:60]=[CH:59][C:58]([C:61]2[CH:66]=[C:65]([Cl:67])[CH:64]=[CH:63][C:62]=2[F:68])=[CH:57][CH:56]=1)[NH2:53])C.CCN(C(C)C)C(C)C.[CH2:80]([OH:84])[CH:81]([CH3:83])[CH3:82].Cl.O1CCOCC1, predict the reaction product. The product is: [CH2:80]([O:84][C:49](=[O:48])[C@H:50]([OH:69])[CH2:51][N:52]([CH2:54][C:55]1[CH:60]=[CH:59][C:58]([C:61]2[CH:66]=[C:65]([Cl:67])[CH:64]=[CH:63][C:62]=2[F:68])=[CH:57][CH:56]=1)[NH:53][C:13]([C:11]1[O:10][N:9]=[C:8]([C:3]2[CH:4]=[CH:5][CH:6]=[CH:7][C:2]=2[F:1])[CH:12]=1)=[O:15])[CH:81]([CH3:83])[CH3:82]. (5) The product is: [CH3:24][N:21]1[C:22](=[O:23])[CH:16]([NH:15][C:13]([C@@H:12]([O:11][C:9](=[O:10])[NH:8][CH2:1][C:2]2[CH:7]=[CH:6][CH:5]=[CH:4][CH:3]=2)[CH3:33])=[O:14])[C:17]2[CH:32]=[CH:31][CH:30]=[CH:29][C:18]=2[C:19]2[CH:28]=[CH:27][CH:26]=[CH:25][C:20]1=2. Given the reactants [CH2:1]([N:8]=[C:9]=[O:10])[C:2]1[CH:7]=[CH:6][CH:5]=[CH:4][CH:3]=1.[OH:11][C@@H:12]([CH3:33])[C:13]([NH:15][CH:16]1[C:22](=[O:23])[N:21]([CH3:24])[C:20]2[CH:25]=[CH:26][CH:27]=[CH:28][C:19]=2[C:18]2[CH:29]=[CH:30][CH:31]=[CH:32][C:17]1=2)=[O:14], predict the reaction product. (6) Given the reactants [C:1]([O:6][CH2:7][CH3:8])(=[O:5])[CH:2]([CH3:4])[CH3:3].C([N-][CH:13]([CH3:15])[CH3:14])(C)C.[Li+].Br[CH2:18][CH2:19][CH2:20][O:21][CH2:22][CH2:23][CH2:24]Br.CN1[C:32](=[O:33])N(C)CCC1.C1C[O:38][CH2:37][CH2:36]1, predict the reaction product. The product is: [CH2:37]([O:38][C:32](=[O:33])[C:13]([CH3:14])([CH3:15])[CH2:18][CH2:19][CH2:20][O:21][CH2:22][CH2:23][CH2:24][C:2]([C:1]([O:6][CH2:7][CH3:8])=[O:5])([CH3:4])[CH3:3])[CH3:36].